Dataset: Full USPTO retrosynthesis dataset with 1.9M reactions from patents (1976-2016). Task: Predict the reactants needed to synthesize the given product. (1) Given the product [F:1][C:2]1[CH:7]=[CH:6][C:5]([C:8]2[C:9]3[CH:16]=[CH:15][C:14]([C:17]#[C:18][CH2:19][CH2:20][CH2:21][N:24]([CH3:25])[CH3:23])=[CH:13][C:10]=3[S:11][CH:12]=2)=[CH:4][CH:3]=1, predict the reactants needed to synthesize it. The reactants are: [F:1][C:2]1[CH:7]=[CH:6][C:5]([C:8]2[C:9]3[CH:16]=[CH:15][C:14]([C:17]#[C:18][CH2:19][CH2:20][CH2:21]O)=[CH:13][C:10]=3[S:11][CH:12]=2)=[CH:4][CH:3]=1.[CH3:23][NH:24][CH3:25]. (2) Given the product [Br:30][C:28]1[CH:27]=[CH:26][C:25]([F:31])=[C:24]([C@:20]2([CH2:22][F:23])[CH:19]=[C:18]([C:42]([O:44][CH2:45][CH3:46])=[O:43])[S:17][C:16]([N:7]([C:6]([O:5][C:1]([CH3:4])([CH3:2])[CH3:3])=[O:32])[CH2:8][O:9][CH2:10][CH2:11][Si:12]([CH3:14])([CH3:13])[CH3:15])=[N:21]2)[CH:29]=1, predict the reactants needed to synthesize it. The reactants are: [C:1]([O:5][C:6](=[O:32])[N:7]([C:16]1[S:17][CH:18]=[CH:19][C@:20]([C:24]2[CH:29]=[C:28]([Br:30])[CH:27]=[CH:26][C:25]=2[F:31])([CH2:22][F:23])[N:21]=1)[CH2:8][O:9][CH2:10][CH2:11][Si:12]([CH3:15])([CH3:14])[CH3:13])([CH3:4])([CH3:3])[CH3:2].[Li+].CC([N-]C(C)C)C.Cl[C:42]([O:44][CH2:45][CH3:46])=[O:43]. (3) Given the product [C:11]([NH:30][C@H:31]([CH2:34][CH3:35])[CH:32]=[O:33])([C:18]1[CH:19]=[CH:20][CH:21]=[CH:22][CH:23]=1)([C:24]1[CH:29]=[CH:28][CH:27]=[CH:26][CH:25]=1)[C:12]1[CH:17]=[CH:16][CH:15]=[CH:14][CH:13]=1, predict the reactants needed to synthesize it. The reactants are: CS(C)=O.C(Cl)(=O)C(Cl)=O.[C:11]([NH:30][C@H:31]([CH2:34][CH3:35])[CH2:32][OH:33])([C:24]1[CH:29]=[CH:28][CH:27]=[CH:26][CH:25]=1)([C:18]1[CH:23]=[CH:22][CH:21]=[CH:20][CH:19]=1)[C:12]1[CH:17]=[CH:16][CH:15]=[CH:14][CH:13]=1.CCN(CC)CC. (4) Given the product [CH3:1][S:2]([C:5]1[CH:6]=[CH:7][C:8]([C:11]2[CH:12]=[CH:13][C:14]([O:17][CH2:18][CH:19]3[CH2:24][CH2:23][N:22]([C:25]([O:27][CH:28]([CH3:30])[CH3:29])=[O:26])[CH2:21][CH2:20]3)=[CH:15][CH:16]=2)=[N:9][CH:10]=1)(=[O:3])=[O:4], predict the reactants needed to synthesize it. The reactants are: [CH3:1][S:2]([C:5]1[CH:6]=[CH:7][C:8]([C:11]2[CH:16]=[CH:15][C:14]([O:17][CH2:18][CH:19]3[CH2:24][CH2:23][N:22]([C:25]([O:27][C:28](C)([CH3:30])[CH3:29])=[O:26])[CH2:21][CH2:20]3)=[CH:13][CH:12]=2)=[N:9][CH:10]=1)(=[O:4])=[O:3].C(O)(C(F)(F)F)=O.C(N(C(C)C)CC)(C)C.ClC(OC(C)C)=O. (5) Given the product [CH2:13]([C:17]1[N:22]=[C:21]([CH3:23])[N:20]=[C:19]([O:24][CH2:25][C:26]([O:28][CH2:29][CH3:30])=[O:27])[C:18]=1[CH2:31][C:32]1[CH:37]=[CH:36][C:35]([C:38]2[CH:43]=[CH:42][CH:41]=[CH:40][C:39]=2[C:44](=[N:11][OH:12])[NH2:45])=[CH:34][CH:33]=1)[CH2:14][CH2:15][CH3:16], predict the reactants needed to synthesize it. The reactants are: C(=O)([O-])O.[Na+].CS(C)=O.Cl.[NH2:11][OH:12].[CH2:13]([C:17]1[N:22]=[C:21]([CH3:23])[N:20]=[C:19]([O:24][CH2:25][C:26]([O:28][CH2:29][CH3:30])=[O:27])[C:18]=1[CH2:31][C:32]1[CH:37]=[CH:36][C:35]([C:38]2[CH:43]=[CH:42][CH:41]=[CH:40][C:39]=2[C:44]#[N:45])=[CH:34][CH:33]=1)[CH2:14][CH2:15][CH3:16]. (6) Given the product [Br:1][C:2]1[CH:7]=[C:6]([CH:5]=[C:4]([CH3:11])[CH:3]=1)[NH2:8], predict the reactants needed to synthesize it. The reactants are: [Br:1][C:2]1[CH:7]=[C:6]([N+:8]([O-])=O)[CH:5]=[C:4]([CH3:11])[CH:3]=1.[Cl-].[NH4+].